Dataset: Forward reaction prediction with 1.9M reactions from USPTO patents (1976-2016). Task: Predict the product of the given reaction. (1) Given the reactants [CH:1]12[CH2:10][CH:5]3[CH2:6][CH:7]([CH2:9][CH:3]([CH2:4]3)[CH:2]1[N:11]1[C:14](=[O:15])[C:13]([CH3:17])([CH3:16])[NH:12]1)[CH2:8]2.[Cl:18][C:19]1[CH:20]=[C:21]([S:25](Cl)(=[O:27])=[O:26])[CH:22]=[CH:23][CH:24]=1, predict the reaction product. The product is: [Cl:18][C:19]1[CH:20]=[C:21]([S:25]([N:12]2[C:13]([CH3:17])([CH3:16])[C:14](=[O:15])[N:11]2[CH:2]2[CH:3]3[CH2:4][CH:5]4[CH2:6][CH:7]([CH2:8][CH:1]2[CH2:10]4)[CH2:9]3)(=[O:27])=[O:26])[CH:22]=[CH:23][CH:24]=1. (2) Given the reactants [Cl:1][C:2]1[CH:24]=[CH:23][C:5]([CH2:6][NH:7][C:8]([C:10]2[C:11](=[O:22])[C:12]3[CH:19]=[C:18]([CH2:20]Cl)[O:17][C:13]=3[N:14]([CH3:16])[CH:15]=2)=[O:9])=[CH:4][CH:3]=1.[CH3:25][NH2:26], predict the reaction product. The product is: [Cl:1][C:2]1[CH:24]=[CH:23][C:5]([CH2:6][NH:7][C:8]([C:10]2[C:11](=[O:22])[C:12]3[CH:19]=[C:18]([CH2:20][NH:26][CH3:25])[O:17][C:13]=3[N:14]([CH3:16])[CH:15]=2)=[O:9])=[CH:4][CH:3]=1. (3) Given the reactants Br[C:2]1[O:3][C:4]([CH:7]([O:10][CH3:11])[O:8][CH3:9])=[CH:5][CH:6]=1.[Li][CH2:13]CCC.CN(C)C=O.[S:22]1[CH2:26][C:25](=[O:27])[NH:24][C:23]1=[O:28].N1CCCCC1.Cl, predict the reaction product. The product is: [CH3:9][O:8][CH:7]([O:10][CH3:11])[C:4]1[O:3][C:2]([CH:13]=[C:26]2[S:22][C:23](=[O:28])[NH:24][C:25]2=[O:27])=[CH:6][CH:5]=1. (4) Given the reactants Br[C:2]1[CH:3]=[N:4][C:5]2[C:10]([CH:11]=1)=[CH:9][C:8]([Cl:12])=[CH:7][CH:6]=2.[N:13]12[CH2:21][CH2:20][CH:17]([CH2:18][CH2:19]1)[NH:16][CH2:15][CH2:14]2.C(=O)([O-])[O-].[Cs+].[Cs+].C1(P(C2C=CC=CC=2)C2C=CC3C(=CC=CC=3)C=2C2C3C(=CC=CC=3)C=CC=2P(C2C=CC=CC=2)C2C=CC=CC=2)C=CC=CC=1, predict the reaction product. The product is: [Cl:12][C:8]1[CH:9]=[C:10]2[C:5](=[CH:6][CH:7]=1)[N:4]=[CH:3][C:2]([N:16]1[CH:17]3[CH2:20][CH2:21][N:13]([CH2:19][CH2:18]3)[CH2:14][CH2:15]1)=[CH:11]2. (5) The product is: [CH3:17][N:18]([CH3:19])[C:12]([C:6]1[CH:7]=[N:8][C:9]2[C:4]([C:5]=1[O:15][CH3:16])=[CH:3][C:2]([I:1])=[CH:11][CH:10]=2)=[O:13]. Given the reactants [I:1][C:2]1[CH:3]=[C:4]2[C:9](=[CH:10][CH:11]=1)[N:8]=[CH:7][C:6]([C:12](O)=[O:13])=[C:5]2[O:15][CH3:16].[CH3:17][NH:18][CH3:19].O1CCCC1.C1C=CC2N(O)N=NC=2C=1.C(N(C(C)C)CC)(C)C.F[P-](F)(F)(F)(F)F.N1(OC(N(C)C)=[N+](C)C)C2C=CC=CC=2N=N1, predict the reaction product. (6) Given the reactants [NH:1]1[C:9]2[C:4](=[CH:5][CH:6]=[CH:7][CH:8]=2)[C:3]([C:10]([OH:12])=O)=[CH:2]1.[NH2:13][C:14]1[CH:19]=[CH:18][C:17]([CH2:20][C:21]([OH:23])=[O:22])=[CH:16][C:15]=1[Br:24].[CH3:25][CH2:26]N=C=NCCCN(C)C.Cl.O, predict the reaction product. The product is: [Br:24][C:15]1[CH:16]=[C:17]([CH2:20][C:21]([O:23][CH2:25][CH3:26])=[O:22])[CH:18]=[CH:19][C:14]=1[NH:13][C:10]([C:3]1[C:4]2[C:9](=[CH:8][CH:7]=[CH:6][CH:5]=2)[NH:1][CH:2]=1)=[O:12].